Predict the product of the given reaction. From a dataset of Forward reaction prediction with 1.9M reactions from USPTO patents (1976-2016). (1) Given the reactants [C:1]([NH:8][C@H:9]([C:17]([OH:19])=O)[CH2:10][CH2:11][S:12][C:13]([F:16])([F:15])[F:14])([O:3][C:4]([CH3:7])([CH3:6])[CH3:5])=[O:2].CN1[CH2:26][CH2:25][O:24][CH2:23]C1.Cl[C:28](OCC(C)C)=[O:29].F[C:36]1C=C(F)[CH:40]=[CH:39][C:37]=1[NH2:38], predict the reaction product. The product is: [C:4]([O:3][C:1](=[O:2])[NH:8][CH:9]([C:17](=[O:19])[NH:38][C:37]1[CH:39]=[C:40]([O:29][CH3:28])[CH:26]=[C:25]([O:24][CH3:23])[CH:36]=1)[CH2:10][CH2:11][S:12][C:13]([F:14])([F:15])[F:16])([CH3:5])([CH3:6])[CH3:7]. (2) The product is: [CH3:45][C:44]([NH:47][C:4](=[O:6])[CH:3]([S:2][CH3:1])[O:7][C:8]1[CH:9]=[C:10]2[C:15](=[CH:16][CH:17]=1)[N:14]=[CH:13][C:12]([CH:18]=[CH2:19])=[CH:11]2)([C:40]1[CH:39]=[CH:38][CH:43]=[CH:42][N:41]=1)[CH3:46]. Given the reactants [CH3:1][S:2][CH:3]([O:7][C:8]1[CH:9]=[C:10]2[C:15](=[CH:16][CH:17]=1)[N:14]=[CH:13][C:12]([CH:18]=[CH2:19])=[CH:11]2)[C:4]([OH:6])=O.CCN(CC)CC.C1C=NC2N(O)N=NC=2C=1.C[C:38]1[CH:43]=[CH:42][N:41]=[C:40]([C:44]([NH2:47])([CH3:46])[CH3:45])[CH:39]=1.CCN=C=NCCCN(C)C, predict the reaction product.